This data is from Catalyst prediction with 721,799 reactions and 888 catalyst types from USPTO. The task is: Predict which catalyst facilitates the given reaction. (1) Reactant: [NH2:1][C:2]1[CH:9]=[CH:8][C:5]([C:6]#[N:7])=[CH:4][C:3]=1[F:10].[Br:11]N1C(=O)CCC1=O. Product: [NH2:1][C:2]1[C:3]([F:10])=[CH:4][C:5]([C:6]#[N:7])=[CH:8][C:9]=1[Br:11]. The catalyst class is: 2. (2) Reactant: B(Br)(Br)[Br:2].Cl.Cl.Cl.[F:8][C:9]1[C:10]([O:38]C)=[CH:11][C:12]([CH2:33][C:34]([F:37])([F:36])[F:35])=[C:13]([C:15]2[CH:23]=[C:22]3[C:18]([C:19]([C:24]4[NH:32][C:27]5[CH2:28][NH:29][CH2:30][CH2:31][C:26]=5[N:25]=4)=[N:20][NH:21]3)=[CH:17][CH:16]=2)[CH:14]=1. Product: [BrH:2].[BrH:2].[F:8][C:9]1[CH:14]=[C:13]([C:15]2[CH:23]=[C:22]3[C:18]([C:19]([C:24]4[NH:25][C:26]5[CH2:31][CH2:30][NH:29][CH2:28][C:27]=5[N:32]=4)=[N:20][NH:21]3)=[CH:17][CH:16]=2)[C:12]([CH2:33][C:34]([F:35])([F:36])[F:37])=[CH:11][C:10]=1[OH:38]. The catalyst class is: 2.